Dataset: Forward reaction prediction with 1.9M reactions from USPTO patents (1976-2016). Task: Predict the product of the given reaction. (1) Given the reactants [NH2:1][C:2]1[C:7]([N+:8]([O-:10])=[O:9])=[CH:6][CH:5]=[CH:4][C:3]=1[NH:11][S:12]([C:15]1[CH:20]=[CH:19][C:18]([CH3:21])=[CH:17][CH:16]=1)(=[O:14])=[O:13].Cl[C:23](Cl)([O:25]C(=O)OC(Cl)(Cl)Cl)Cl, predict the reaction product. The product is: [CH3:21][C:18]1[CH:19]=[CH:20][C:15]([S:12]([N:11]2[C:3]3[CH:4]=[CH:5][CH:6]=[C:7]([N+:8]([O-:10])=[O:9])[C:2]=3[NH:1][C:23]2=[O:25])(=[O:14])=[O:13])=[CH:16][CH:17]=1. (2) Given the reactants Br[C:2]1[CH:3]=[C:4]([C:8]2[S:12][C:11]([NH:13][C:14]3[CH:19]=[C:18]([N:20]4[CH2:25][CH2:24][O:23][CH2:22][CH2:21]4)[CH:17]=[CH:16][N:15]=3)=[N:10][CH:9]=2)[CH:5]=[N:6][CH:7]=1.[CH2:26]([OH:29])[C:27]#[CH:28], predict the reaction product. The product is: [N:20]1([C:18]2[CH:17]=[CH:16][N:15]=[C:14]([NH:13][C:11]3[S:12][C:8]([C:4]4[CH:3]=[C:2]([CH2:28][CH2:27][CH2:26][OH:29])[CH:7]=[N:6][CH:5]=4)=[CH:9][N:10]=3)[CH:19]=2)[CH2:25][CH2:24][O:23][CH2:22][CH2:21]1. (3) Given the reactants C(OC(=O)[NH:7][CH2:8][CH2:9][CH2:10][N:11]([CH2:14][C:15]1[CH:20]=[CH:19][CH:18]=[C:17]([C:21]2[C:26]([F:27])=[CH:25][N:24]=[C:23](Cl)[N:22]=2)[CH:16]=1)[CH2:12][CH3:13])(C)(C)C.[NH2:30][CH2:31][CH2:32][C:33]1[CH:38]=[CH:37][C:36]([OH:39])=[CH:35][CH:34]=1, predict the reaction product. The product is: [NH2:7][CH2:8][CH2:9][CH2:10][N:11]([CH2:14][C:15]1[CH:16]=[C:17]([C:21]2[C:26]([F:27])=[CH:25][N:24]=[C:23]([NH:30][CH2:31][CH2:32][C:33]3[CH:38]=[CH:37][C:36]([OH:39])=[CH:35][CH:34]=3)[N:22]=2)[CH:18]=[CH:19][CH:20]=1)[CH2:12][CH3:13]. (4) Given the reactants [CH2:1]([C:3]1[CH:8]=[C:7]([Br:9])[CH:6]=[CH:5][C:4]=1[OH:10])[CH3:2].C1(=O)O[CH2:14][CH2:13][O:12]1.C(=O)([O-])[O-].[K+].[K+].O, predict the reaction product. The product is: [Br:9][C:7]1[CH:6]=[CH:5][C:4]([O:10][CH2:14][CH2:13][OH:12])=[C:3]([CH2:1][CH3:2])[CH:8]=1. (5) Given the reactants [C:1]([NH:4][CH2:5][CH2:6][O:7][C@@H:8]([C:22]1[CH:27]=[CH:26][CH:25]=[C:24]([F:28])[C:23]=1[C:29]1[CH:34]=[CH:33][CH:32]=[C:31]([CH3:35])[CH:30]=1)[C@@H:9]1[CH2:14][CH2:13][CH2:12][N:11](C(OC(C)(C)C)=O)[CH2:10]1)(=[O:3])[CH3:2].C([O-])(O)=O.[Na+], predict the reaction product. The product is: [F:28][C:24]1[C:23]([C:29]2[CH:34]=[CH:33][CH:32]=[C:31]([CH3:35])[CH:30]=2)=[C:22]([C@@H:8]([C@@H:9]2[CH2:14][CH2:13][CH2:12][NH:11][CH2:10]2)[O:7][CH2:6][CH2:5][NH:4][C:1](=[O:3])[CH3:2])[CH:27]=[CH:26][CH:25]=1.